This data is from Peptide-MHC class I binding affinity with 185,985 pairs from IEDB/IMGT. The task is: Regression. Given a peptide amino acid sequence and an MHC pseudo amino acid sequence, predict their binding affinity value. This is MHC class I binding data. (1) The peptide sequence is DISPTNIPL. The MHC is HLA-B15:01 with pseudo-sequence HLA-B15:01. The binding affinity (normalized) is 0.0847. (2) The MHC is HLA-B15:17 with pseudo-sequence HLA-B15:17. The peptide sequence is EGNLAQGFR. The binding affinity (normalized) is 0.0847. (3) The peptide sequence is GERKKLKPRW. The MHC is HLA-B44:02 with pseudo-sequence HLA-B44:02. The binding affinity (normalized) is 0.378. (4) The MHC is HLA-A02:19 with pseudo-sequence HLA-A02:19. The peptide sequence is EYAPFARLL. The binding affinity (normalized) is 0.0847. (5) The peptide sequence is WVFGSTMNNK. The MHC is HLA-A03:01 with pseudo-sequence HLA-A03:01. The binding affinity (normalized) is 0.511.